This data is from Reaction yield outcomes from USPTO patents with 853,638 reactions. The task is: Predict the reaction yield, written as a fraction of the theoretical maximum amount of product (1.0 means a 100% yield; for example, 0.34 means a 34% yield). (1) The reactants are COC[N:4]([C:13]1[CH:14]=[CH:15][CH:16]=[C:17]2[C:21]=1[N:20](COC)[C:19]([C:25]1[N:29]=[CH:28][N:27]([CH3:30])[N:26]=1)=[CH:18]2)[S:5]([C:8]1[S:9][CH:10]=[CH:11][CH:12]=1)(=[O:7])=[O:6].Cl.C(=O)(O)[O-].[Na+]. The product is [CH3:30][N:27]1[CH:28]=[N:29][C:25]([C:19]2[NH:20][C:21]3[C:17]([CH:18]=2)=[CH:16][CH:15]=[CH:14][C:13]=3[NH:4][S:5]([C:8]2[S:9][CH:10]=[CH:11][CH:12]=2)(=[O:6])=[O:7])=[N:26]1. The yield is 0.200. The catalyst is CO. (2) The reactants are [Br:1][C:2]1[C:10]([O:11][CH3:12])=[C:9]([O:13][CH3:14])[CH:8]=[C:7]2[C:3]=1[CH2:4][N:5]([CH2:16][C:17]1[CH:25]=[CH:24][C:20]([C:21](O)=[O:22])=[CH:19][CH:18]=1)[C:6]2=[O:15].[C:26]1([NH2:33])[CH:31]=[CH:30][CH:29]=[CH:28][C:27]=1[NH2:32].F[P-](F)(F)(F)(F)F.N1(O[P+](N(C)C)(N(C)C)N(C)C)C2C=CC=CC=2N=N1.C(N(CC)CC)C. The catalyst is CN(C=O)C. The product is [NH2:32][C:27]1[CH:28]=[CH:29][CH:30]=[CH:31][C:26]=1[NH:33][C:21](=[O:22])[C:20]1[CH:24]=[CH:25][C:17]([CH2:16][N:5]2[CH2:4][C:3]3[C:7](=[CH:8][C:9]([O:13][CH3:14])=[C:10]([O:11][CH3:12])[C:2]=3[Br:1])[C:6]2=[O:15])=[CH:18][CH:19]=1. The yield is 0.290. (3) The reactants are [Cl:1][C:2]1[CH:7]=[CH:6][C:5]([C:8]2[C:13]([Cl:14])=[CH:12][C:11]([O:15][CH3:16])=[C:10]([C:17]([OH:19])=O)[CH:9]=2)=[CH:4][CH:3]=1.CCN=C=NCCCN(C)C.C1C=CC2N(O)N=NC=2C=1.CCN(CC)CC.[NH:48]1[CH2:53][CH2:52][NH:51][CH2:50][CH:49]1[C:54]#[N:55]. The catalyst is ClCCl. The product is [Cl:1][C:2]1[CH:3]=[CH:4][C:5]([C:8]2[C:13]([Cl:14])=[CH:12][C:11]([O:15][CH3:16])=[C:10]([C:17]([N:51]3[CH2:52][CH2:53][NH:48][CH:49]([C:54]#[N:55])[CH2:50]3)=[O:19])[CH:9]=2)=[CH:6][CH:7]=1. The yield is 0.610. (4) The reactants are [NH2:1][C:2]1[CH:9]=[CH:8][C:5]([C:6]#[N:7])=[C:4]([Cl:10])[CH:3]=1.[O:11]=[C:12]1[O:16][C@H:15]([C:17](O)=[O:18])[CH2:14][CH2:13]1.C(P1(=O)OP(CCC)(=O)OP(CCC)(=O)O1)CC.CCN(C(C)C)C(C)C. The catalyst is C(OCC)(=O)C.O. The product is [Cl:10][C:4]1[CH:3]=[C:2]([NH:1][C:17]([C@@H:15]2[CH2:14][CH2:13][C:12](=[O:11])[O:16]2)=[O:18])[CH:9]=[CH:8][C:5]=1[C:6]#[N:7]. The yield is 0.620.